From a dataset of Reaction yield outcomes from USPTO patents with 853,638 reactions. Predict the reaction yield, written as a fraction of the theoretical maximum amount of product (1.0 means a 100% yield; for example, 0.34 means a 34% yield). (1) The reactants are Cl.C([O:9][C:10]1[CH:19]=[C:18]2[C:13]([C:14]([NH:20][C:21]3[CH:26]=[CH:25][C:24]([CH3:27])=[CH:23][C:22]=3[F:28])=[N:15][CH:16]=[N:17]2)=[CH:12][C:11]=1[O:29][CH3:30])C1C=CC=CC=1. The catalyst is C(O)(C(F)(F)F)=O. The product is [F:28][C:22]1[CH:23]=[C:24]([CH3:27])[CH:25]=[CH:26][C:21]=1[NH:20][C:14]1[C:13]2[C:18](=[CH:19][C:10]([OH:9])=[C:11]([O:29][CH3:30])[CH:12]=2)[N:17]=[CH:16][N:15]=1. The yield is 0.740. (2) The reactants are [OH:1][C@H:2]1[CH2:10][C:9]2[C:4](=[CH:5][CH:6]=[CH:7][CH:8]=2)[C@H:3]1[NH:11][C:12](=[O:18])[O:13][C:14]([CH3:17])([CH3:16])[CH3:15].[O-2].[Ba+2].[OH-].[Ba+2].[OH-].I[CH3:25]. The catalyst is CN(C=O)C. The product is [CH3:25][O:1][C@H:2]1[CH2:10][C:9]2[C:4](=[CH:5][CH:6]=[CH:7][CH:8]=2)[C@H:3]1[NH:11][C:12](=[O:18])[O:13][C:14]([CH3:15])([CH3:17])[CH3:16]. The yield is 0.250. (3) The reactants are [F:1][C:2]1[CH:7]=[CH:6][C:5]([Mg]Br)=[CH:4][CH:3]=1.[CH3:10][C:11]1[CH:18]=[C:17]([CH3:19])[CH:16]=[CH:15][C:12]=1[C:13]#[N:14].CO.[BH4-].[Na+]. The catalyst is C1COCC1. The product is [CH3:10][C:11]1[CH:18]=[C:17]([CH3:19])[CH:16]=[CH:15][C:12]=1[CH:13]([C:5]1[CH:6]=[CH:7][C:2]([F:1])=[CH:3][CH:4]=1)[NH2:14]. The yield is 0.287.